This data is from NCI-60 drug combinations with 297,098 pairs across 59 cell lines. The task is: Regression. Given two drug SMILES strings and cell line genomic features, predict the synergy score measuring deviation from expected non-interaction effect. (1) Drug 1: C1=NC2=C(N=C(N=C2N1C3C(C(C(O3)CO)O)O)F)N. Drug 2: C1CN1C2=NC(=NC(=N2)N3CC3)N4CC4. Cell line: HS 578T. Synergy scores: CSS=13.3, Synergy_ZIP=-2.40, Synergy_Bliss=0.779, Synergy_Loewe=-4.80, Synergy_HSA=0.742. (2) Drug 1: CS(=O)(=O)C1=CC(=C(C=C1)C(=O)NC2=CC(=C(C=C2)Cl)C3=CC=CC=N3)Cl. Drug 2: CN1C(=O)N2C=NC(=C2N=N1)C(=O)N. Cell line: SR. Synergy scores: CSS=30.5, Synergy_ZIP=-0.931, Synergy_Bliss=2.57, Synergy_Loewe=-10.4, Synergy_HSA=4.26. (3) Drug 1: C1CCN(CC1)CCOC2=CC=C(C=C2)C(=O)C3=C(SC4=C3C=CC(=C4)O)C5=CC=C(C=C5)O. Drug 2: C1CN1P(=S)(N2CC2)N3CC3. Cell line: UO-31. Synergy scores: CSS=2.16, Synergy_ZIP=-2.00, Synergy_Bliss=-0.884, Synergy_Loewe=-1.14, Synergy_HSA=-0.663. (4) Drug 1: CNC(=O)C1=CC=CC=C1SC2=CC3=C(C=C2)C(=NN3)C=CC4=CC=CC=N4. Drug 2: CC12CCC3C(C1CCC2O)C(CC4=C3C=CC(=C4)O)CCCCCCCCCS(=O)CCCC(C(F)(F)F)(F)F. Cell line: MDA-MB-435. Synergy scores: CSS=4.64, Synergy_ZIP=-0.779, Synergy_Bliss=4.25, Synergy_Loewe=1.23, Synergy_HSA=2.51.